This data is from NCI-60 drug combinations with 297,098 pairs across 59 cell lines. The task is: Regression. Given two drug SMILES strings and cell line genomic features, predict the synergy score measuring deviation from expected non-interaction effect. (1) Drug 1: CCCS(=O)(=O)NC1=C(C(=C(C=C1)F)C(=O)C2=CNC3=C2C=C(C=N3)C4=CC=C(C=C4)Cl)F. Drug 2: CCC1=CC2CC(C3=C(CN(C2)C1)C4=CC=CC=C4N3)(C5=C(C=C6C(=C5)C78CCN9C7C(C=CC9)(C(C(C8N6C)(C(=O)OC)O)OC(=O)C)CC)OC)C(=O)OC.C(C(C(=O)O)O)(C(=O)O)O. Cell line: SR. Synergy scores: CSS=88.3, Synergy_ZIP=17.9, Synergy_Bliss=17.9, Synergy_Loewe=8.65, Synergy_HSA=18.8. (2) Drug 1: CN(C)N=NC1=C(NC=N1)C(=O)N. Drug 2: C(CN)CNCCSP(=O)(O)O. Cell line: OVCAR-5. Synergy scores: CSS=10.9, Synergy_ZIP=0.311, Synergy_Bliss=4.83, Synergy_Loewe=1.82, Synergy_HSA=2.38. (3) Drug 1: CN1CCC(CC1)COC2=C(C=C3C(=C2)N=CN=C3NC4=C(C=C(C=C4)Br)F)OC. Drug 2: CCN(CC)CCCC(C)NC1=C2C=C(C=CC2=NC3=C1C=CC(=C3)Cl)OC. Cell line: A549. Synergy scores: CSS=36.6, Synergy_ZIP=15.4, Synergy_Bliss=15.3, Synergy_Loewe=9.52, Synergy_HSA=15.7. (4) Drug 1: CCC1=CC2CC(C3=C(CN(C2)C1)C4=CC=CC=C4N3)(C5=C(C=C6C(=C5)C78CCN9C7C(C=CC9)(C(C(C8N6C)(C(=O)OC)O)OC(=O)C)CC)OC)C(=O)OC. Drug 2: CN1C(=O)N2C=NC(=C2N=N1)C(=O)N. Cell line: OVCAR3. Synergy scores: CSS=45.8, Synergy_ZIP=4.34, Synergy_Bliss=2.29, Synergy_Loewe=-22.5, Synergy_HSA=-0.603. (5) Drug 1: CC(C1=C(C=CC(=C1Cl)F)Cl)OC2=C(N=CC(=C2)C3=CN(N=C3)C4CCNCC4)N. Drug 2: C1CCC(C1)C(CC#N)N2C=C(C=N2)C3=C4C=CNC4=NC=N3. Cell line: IGROV1. Synergy scores: CSS=9.92, Synergy_ZIP=-3.38, Synergy_Bliss=3.96, Synergy_Loewe=3.34, Synergy_HSA=3.61. (6) Drug 1: C1=NC2=C(N1)C(=S)N=CN2. Drug 2: CC(C)CN1C=NC2=C1C3=CC=CC=C3N=C2N. Cell line: OVCAR-5. Synergy scores: CSS=19.6, Synergy_ZIP=-7.74, Synergy_Bliss=-0.247, Synergy_Loewe=-2.02, Synergy_HSA=-0.676. (7) Drug 1: CC1OCC2C(O1)C(C(C(O2)OC3C4COC(=O)C4C(C5=CC6=C(C=C35)OCO6)C7=CC(=C(C(=C7)OC)O)OC)O)O. Drug 2: C(=O)(N)NO. Cell line: MDA-MB-435. Synergy scores: CSS=2.58, Synergy_ZIP=-0.505, Synergy_Bliss=1.45, Synergy_Loewe=-22.8, Synergy_HSA=-4.21.